This data is from Catalyst prediction with 721,799 reactions and 888 catalyst types from USPTO. The task is: Predict which catalyst facilitates the given reaction. (1) Reactant: [CH3:1][N:2]([CH3:22])[CH:3]([CH2:20][CH3:21])[CH:4]([C:10]1[CH:19]=[CH:18][C:13]2[N:14]=[C:15]([NH2:17])[S:16][C:12]=2[CH:11]=1)[N:5]1[CH:9]=[CH:8][N:7]=[CH:6]1.[C:23](N1C=CN=C1)([N:25]1C=CN=C1)=[O:24].N. Product: [CH3:1][N:2]([CH3:22])[CH:3]([CH2:20][CH3:21])[CH:4]([C:10]1[CH:19]=[CH:18][C:13]2[N:14]=[C:15]([NH:17][C:23]([NH2:25])=[O:24])[S:16][C:12]=2[CH:11]=1)[N:5]1[CH:9]=[CH:8][N:7]=[CH:6]1. The catalyst class is: 34. (2) Reactant: [CH3:1][O:2][C:3]1[C:8]([OH:9])=[CH:7][CH:6]=[C:5](/[CH:10]=[CH:11]/[C:12]([CH2:14][C:15](/[CH:17]=[CH:18]/[C:19]2[CH:27]=[C:24]([O:25][CH3:26])[C:22]([OH:23])=[CH:21][CH:20]=2)=[O:16])=[O:13])[CH:4]=1.CCCCCCCCCCCC(OC[C@@H](OC(CCCCCCCCCCC)=O)COP(OCC[N+](C)(C)C)([O-])=O)=O. Product: [CH3:26][O:25][C:24]1[C:22]([OH:23])=[CH:21][CH:20]=[C:19](/[CH:18]=[CH:17]/[C:15]([CH2:14][C:12](/[CH:11]=[CH:10]/[C:5]2[CH:4]=[C:3]([O:2][CH3:1])[C:8]([OH:9])=[CH:7][CH:6]=2)=[O:13])=[O:16])[CH:27]=1. The catalyst class is: 6. (3) Reactant: CO[C:3]1[CH:4]=[C:5]2[C:10](=[CH:11][C:12]=1OC[C@H]1CO1)[N:9]=[CH:8][N:7]=[C:6]2OC1C=C2C(=CC=1)NC(C)=C2.C(N)(C)C. Product: [N:9]1[C:10]2[C:5](=[CH:4][CH:3]=[CH:12][CH:11]=2)[CH:6]=[N:7][CH:8]=1. The catalyst class is: 1. (4) Reactant: [NH:1]1[CH2:5][CH2:4][CH2:3][C:2]1=[O:6].CNCCNC.[CH2:13]([O:15][C:16]([C:18]1[N:22]([CH2:23][C:24]2[CH:29]=[C:28]([C:30]([F:33])([F:32])[F:31])[CH:27]=[C:26]([C:34]([F:37])([F:36])[F:35])[CH:25]=2)[C:21]2[C:38](Br)=[CH:39][S:40][C:20]=2[CH:19]=1)=[O:17])[CH3:14].[O-]P([O-])([O-])=O.[K+].[K+].[K+]. Product: [CH2:13]([O:15][C:16]([C:18]1[N:22]([CH2:23][C:24]2[CH:29]=[C:28]([C:30]([F:33])([F:32])[F:31])[CH:27]=[C:26]([C:34]([F:37])([F:35])[F:36])[CH:25]=2)[C:21]2[C:38]([N:1]3[CH2:5][CH2:4][CH2:3][C:2]3=[O:6])=[CH:39][S:40][C:20]=2[CH:19]=1)=[O:17])[CH3:14]. The catalyst class is: 509.